The task is: Predict the reactants needed to synthesize the given product.. This data is from Retrosynthesis with 50K atom-mapped reactions and 10 reaction types from USPTO. (1) Given the product COc1cc(-n2nc(C)n(C(F)F)c2=O)ccc1C, predict the reactants needed to synthesize it. The reactants are: COc1cc(-n2nc(C)[nH]c2=O)ccc1C.FC(F)Cl. (2) Given the product COC(=O)Oc1cc(NC(=O)C2CNc3cc(OC(F)(F)F)ccc3O2)c(C#CCN(C)C)cc1C1CCCC1, predict the reactants needed to synthesize it. The reactants are: COC(=O)Oc1cc(N)c(C#CCN(C)C)cc1C1CCCC1.O=C(O)C1CNc2cc(OC(F)(F)F)ccc2O1. (3) Given the product Fc1ncccc1N1CCOCC1, predict the reactants needed to synthesize it. The reactants are: C1COCCN1.Fc1ncccc1I.